This data is from Reaction yield outcomes from USPTO patents with 853,638 reactions. The task is: Predict the reaction yield, written as a fraction of the theoretical maximum amount of product (1.0 means a 100% yield; for example, 0.34 means a 34% yield). (1) The reactants are [C:1]([Si:5]([CH3:41])([CH3:40])[O:6][C:7]1[CH:12]=[CH:11][C:10]([C:13]([C:18]2[CH:23]=[CH:22][C:21]([C:24]#[C:25][C:26](=[O:37])[C:27]([CH3:36])([C:32]([F:35])([F:34])[F:33])[C:28]([F:31])([F:30])[F:29])=[C:20]([CH3:38])[CH:19]=2)([CH2:16][CH3:17])[CH2:14][CH3:15])=[CH:9][C:8]=1[CH3:39])([CH3:4])([CH3:3])[CH3:2].C(OCC)(=O)C. The catalyst is CO.C1COCC1.[BH4-].[Na+]. The product is [C:1]([Si:5]([CH3:40])([CH3:41])[O:6][C:7]1[CH:12]=[CH:11][C:10]([C:13]([C:18]2[CH:23]=[CH:22][C:21]([C:24]#[C:25][CH:26]([OH:37])[C:27]([CH3:36])([C:32]([F:33])([F:34])[F:35])[C:28]([F:30])([F:31])[F:29])=[C:20]([CH3:38])[CH:19]=2)([CH2:16][CH3:17])[CH2:14][CH3:15])=[CH:9][C:8]=1[CH3:39])([CH3:3])([CH3:4])[CH3:2]. The yield is 0.720. (2) The product is [C:29]([O:33][C:34]([N:36]1[CH2:37][CH2:38][CH:39]([N:42]2[CH:46]=[C:45]([C:17]3[CH:16]=[N:15][C:14]([NH2:28])=[C:13]([O:12][C@@H:10]([C:3]4[C:4]([Cl:9])=[CH:5][CH:6]=[C:7]([F:8])[C:2]=4[Cl:1])[CH3:11])[CH:18]=3)[CH:44]=[N:43]2)[CH2:40][CH2:41]1)=[O:35])([CH3:32])([CH3:30])[CH3:31]. The catalyst is COCCOC.O.Cl[Pd](Cl)([P](C1C=CC=CC=1)(C1C=CC=CC=1)C1C=CC=CC=1)[P](C1C=CC=CC=1)(C1C=CC=CC=1)C1C=CC=CC=1. The yield is 0.650. The reactants are [Cl:1][C:2]1[C:7]([F:8])=[CH:6][CH:5]=[C:4]([Cl:9])[C:3]=1[C@H:10]([O:12][C:13]1[C:14]([NH2:28])=[N:15][CH:16]=[C:17](B2OC(C)(C)C(C)(C)O2)[CH:18]=1)[CH3:11].[C:29]([O:33][C:34]([N:36]1[CH2:41][CH2:40][CH:39]([N:42]2[CH:46]=[C:45](Br)[CH:44]=[N:43]2)[CH2:38][CH2:37]1)=[O:35])([CH3:32])([CH3:31])[CH3:30].C([O-])([O-])=O.[Na+].[Na+]. (3) The reactants are [Cl:1][C:2]1[C:3]([N:19]2[CH2:24][CH2:23][CH2:22][C@@H:21]([NH:25]C(=O)OC(C)(C)C)[CH2:20]2)=[C:4]2[C:10]([NH:11][C:12]([N:14]3[CH2:18][CH2:17][CH2:16][CH2:15]3)=[O:13])=[CH:9][NH:8][C:5]2=[N:6][CH:7]=1. The catalyst is C(O)(C(F)(F)F)=O. The product is [ClH:1].[NH2:25][C@@H:21]1[CH2:22][CH2:23][CH2:24][N:19]([C:3]2[C:2]([Cl:1])=[CH:7][N:6]=[C:5]3[NH:8][CH:9]=[C:10]([NH:11][C:12]([N:14]4[CH2:18][CH2:17][CH2:16][CH2:15]4)=[O:13])[C:4]=23)[CH2:20]1. The yield is 0.910. (4) The reactants are [C:1]1([S:7]([C:10]2[CH:11]=[C:12]([N:16]3[CH2:21][CH2:20][N:19](C(OC(C)(C)C)=O)[CH2:18][CH2:17]3)[CH:13]=[CH:14][CH:15]=2)(=[O:9])=[O:8])[CH:6]=[CH:5][CH:4]=[CH:3][CH:2]=1. The catalyst is O1CCOCC1.Cl. The product is [C:1]1([S:7]([C:10]2[CH:11]=[C:12]([N:16]3[CH2:21][CH2:20][NH:19][CH2:18][CH2:17]3)[CH:13]=[CH:14][CH:15]=2)(=[O:9])=[O:8])[CH:2]=[CH:3][CH:4]=[CH:5][CH:6]=1. The yield is 0.960. (5) The reactants are C([NH:9][C:10]([NH:12][C:13]1[S:14][C:15]2[C:21]([C:22]3[CH:27]=[CH:26][CH:25]=[CH:24][CH:23]=3)=[CH:20][CH:19]=[C:18]([O:28][CH3:29])[C:16]=2[N:17]=1)=[S:11])(=O)C1C=CC=CC=1.C1COCC1.C[O-].[Na+]. The catalyst is CO. The product is [CH3:29][O:28][C:18]1[C:16]2[N:17]=[C:13]([NH:12][C:10]([NH2:9])=[S:11])[S:14][C:15]=2[C:21]([C:22]2[CH:27]=[CH:26][CH:25]=[CH:24][CH:23]=2)=[CH:20][CH:19]=1. The yield is 0.870.